The task is: Predict the reactants needed to synthesize the given product.. This data is from Full USPTO retrosynthesis dataset with 1.9M reactions from patents (1976-2016). (1) Given the product [Br:1][C:2]1[N:3]=[CH:4][C:5]([NH2:9])=[C:6]([NH2:8])[CH:7]=1, predict the reactants needed to synthesize it. The reactants are: [Br:1][C:2]1[CH:7]=[C:6]([NH2:8])[C:5]([N+:9]([O-])=O)=[CH:4][N:3]=1. (2) Given the product [CH3:8][O:9][C:10]1[CH:15]=[C:14]([C:2]2[S:3][C:4]([C:12]3[CH:13]=[CH:14][CH:15]=[C:10]([O:9][CH3:8])[CH:11]=3)=[CH:5][N:6]=2)[CH:13]=[CH:12][CH:11]=1, predict the reactants needed to synthesize it. The reactants are: Br[C:2]1[S:3][C:4](Br)=[CH:5][N:6]=1.[CH3:8][O:9][C:10]1[CH:15]=[CH:14][C:13](B(O)O)=[CH:12][CH:11]=1. (3) Given the product [CH3:1][O:2][C:3]([N:5]1[CH2:6][CH2:7][CH:8]([C:11]2[C:12]3[CH:23]=[CH:22][C:21]([C:24]([F:27])([F:25])[F:26])=[CH:20][C:13]=3[S:14][C:15]=2[C:16]([OH:18])=[O:17])[CH2:9][CH2:10]1)=[O:4], predict the reactants needed to synthesize it. The reactants are: [CH3:1][O:2][C:3]([N:5]1[CH2:10][CH2:9][CH:8]([C:11]2[C:12]3[CH:23]=[CH:22][C:21]([C:24]([F:27])([F:26])[F:25])=[CH:20][C:13]=3[S:14][C:15]=2[C:16]([O:18]C)=[O:17])[CH2:7][CH2:6]1)=[O:4].[OH-].[Na+]. (4) Given the product [CH2:34]([N:22]1[CH:23]=[C:24]([C:26]2[CH:31]=[CH:30][C:29]([Cl:32])=[CH:28][C:27]=2[Cl:33])[N:25]=[C:21]1[C@@H:20]([NH:38][C:47]([CH:46]1[CH2:45][CH:44]2[CH2:50][CH:42]([C:43]2([CH3:52])[CH3:51])[CH:41]1[CH3:40])=[O:48])[CH2:19][C:16]1[CH:17]=[CH:18][C:13]([O:12][CH2:11][C:8]2[CH:7]=[CH:6][C:5]([C:4]([OH:3])=[O:39])=[CH:10][CH:9]=2)=[CH:14][CH:15]=1)[CH2:35][CH2:36][CH3:37], predict the reactants needed to synthesize it. The reactants are: Cl.C[O:3][C:4](=[O:39])[C:5]1[CH:10]=[CH:9][C:8]([CH2:11][O:12][C:13]2[CH:18]=[CH:17][C:16]([CH2:19][C@H:20]([NH2:38])[C:21]3[N:22]([CH2:34][CH2:35][CH2:36][CH3:37])[CH:23]=[C:24]([C:26]4[CH:31]=[CH:30][C:29]([Cl:32])=[CH:28][C:27]=4[Cl:33])[N:25]=3)=[CH:15][CH:14]=2)=[CH:7][CH:6]=1.[CH3:40][CH:41]1[CH:46]([C:47](O)=[O:48])[CH2:45][CH:44]2[CH2:50][CH:42]1[C:43]2([CH3:52])[CH3:51]. (5) Given the product [CH3:20][O:19][C:5]1[CH:4]=[C:3]([CH2:1][NH:26][CH2:21][CH2:22][CH:23]([CH3:25])[CH3:24])[CH:18]=[CH:17][C:6]=1[O:7][C:8]1[N:9]=[CH:10][C:11]([C:14]([NH2:16])=[O:15])=[N:12][CH:13]=1, predict the reactants needed to synthesize it. The reactants are: [CH:1]([C:3]1[CH:18]=[CH:17][C:6]([O:7][C:8]2[N:9]=[CH:10][C:11]([C:14]([NH2:16])=[O:15])=[N:12][CH:13]=2)=[C:5]([O:19][CH3:20])[CH:4]=1)=O.[CH2:21]([NH2:26])[CH2:22][CH:23]([CH3:25])[CH3:24].[BH4-].[Na+].